Dataset: Full USPTO retrosynthesis dataset with 1.9M reactions from patents (1976-2016). Task: Predict the reactants needed to synthesize the given product. Given the product [Br:12][C:9]1[CH:8]=[C:3]2[C:2](=[CH:11][CH:10]=1)[NH:1][C:18](=[O:19])[C:17]([O:16][CH:13]([CH3:15])[CH3:14])=[C:4]2[OH:6], predict the reactants needed to synthesize it. The reactants are: [NH2:1][C:2]1[CH:11]=[CH:10][C:9]([Br:12])=[CH:8][C:3]=1[C:4]([O:6]C)=O.[CH:13]([O:16][CH2:17][C:18](OC(C)C)=[O:19])([CH3:15])[CH3:14].C[Si]([N-][Si](C)(C)C)(C)C.[K+].CO.